Dataset: Catalyst prediction with 721,799 reactions and 888 catalyst types from USPTO. Task: Predict which catalyst facilitates the given reaction. (1) Reactant: [NH2:1][C:2]1[CH:7]=[CH:6][C:5]([C:8](=[O:10])[CH3:9])=[C:4]([O:11][CH2:12][CH2:13][CH:14]=[CH2:15])[CH:3]=1.N1C=CC=CC=1.Cl[C:23]([O:25][CH3:26])=[O:24]. Product: [C:8]([C:5]1[CH:6]=[CH:7][C:2]([NH:1][C:23](=[O:24])[O:25][CH3:26])=[CH:3][C:4]=1[O:11][CH2:12][CH2:13][CH:14]=[CH2:15])(=[O:10])[CH3:9]. The catalyst class is: 2. (2) Reactant: [F:1][C:2]1[CH:3]=[C:4]([C:8]2[CH:9]=[C:10]([CH3:26])[C:11]([CH3:25])=[C:12]([CH2:14][NH:15][C:16]3[C:17]([CH3:24])=[C:18]([OH:23])[CH:19]=[CH:20][C:21]=3[CH3:22])[CH:13]=2)[CH:5]=[CH:6][CH:7]=1.C([O-])([O-])=O.[Cs+].[Cs+].Br[CH2:34][C:35]([O:37][CH:38]([CH3:40])[CH3:39])=[O:36].O. Product: [F:1][C:2]1[CH:3]=[C:4]([C:8]2[CH:9]=[C:10]([CH3:26])[C:11]([CH3:25])=[C:12]([CH2:14][NH:15][C:16]3[C:17]([CH3:24])=[C:18]([CH:19]=[CH:20][C:21]=3[CH3:22])[O:23][CH2:34][C:35]([O:37][CH:38]([CH3:40])[CH3:39])=[O:36])[CH:13]=2)[CH:5]=[CH:6][CH:7]=1. The catalyst class is: 3. (3) Reactant: [CH:1]([O:4][C:5]1[CH:27]=[N:26][C:8]2[N:9]([CH3:25])[C:10](=[O:24])[N:11]([CH2:14][CH2:15][CH2:16][O:17][CH:18]3[CH2:23][CH2:22][CH2:21][CH2:20][O:19]3)[C:12](=[O:13])[C:7]=2[CH:6]=1)([CH3:3])[CH3:2].[Li+].CC([N-]C(C)C)C.[Cl:36][C:37]1[CH:44]=[CH:43][C:40]([CH:41]=[O:42])=[CH:39][CH:38]=1. Product: [Cl:36][C:37]1[CH:44]=[CH:43][C:40]([CH:41]([OH:42])[C:6]2[C:7]3[C:12](=[O:13])[N:11]([CH2:14][CH2:15][CH2:16][O:17][CH:18]4[CH2:23][CH2:22][CH2:21][CH2:20][O:19]4)[C:10](=[O:24])[N:9]([CH3:25])[C:8]=3[N:26]=[CH:27][C:5]=2[O:4][CH:1]([CH3:3])[CH3:2])=[CH:39][CH:38]=1. The catalyst class is: 1. (4) Reactant: [CH3:1][N:2]([CH3:12])[CH2:3][CH2:4][CH2:5][N:6]1[CH2:11][CH2:10][NH:9][CH2:8][CH2:7]1.[ClH:13].[CH2:14]([O:16][C:17]1[CH:18]=[C:19]([C:26]2[C@@H:35]3[C@@H:30]([CH2:31][CH:32]=[CH:33][CH2:34]3)[C:29](=[O:36])[N:28]([C:37]3[CH:42]=[CH:41][C:40]([C:43](N4CCN(C5C=CC=CC=5)CC4)=[O:44])=[CH:39][CH:38]=3)[N:27]=2)[CH:20]=[CH:21][C:22]=1[O:23][CH2:24][CH3:25])[CH3:15]. Product: [ClH:13].[ClH:13].[CH2:14]([O:16][C:17]1[CH:18]=[C:19]([C:26]2[C@@H:35]3[C@@H:30]([CH2:31][CH:32]=[CH:33][CH2:34]3)[C:29](=[O:36])[N:28]([C:37]3[CH:38]=[CH:39][C:40]([C:43]([N:9]4[CH2:8][CH2:7][N:6]([CH2:5][CH2:4][CH2:3][N:2]([CH3:1])[CH3:12])[CH2:11][CH2:10]4)=[O:44])=[CH:41][CH:42]=3)[N:27]=2)[CH:20]=[CH:21][C:22]=1[O:23][CH2:24][CH3:25])[CH3:15]. The catalyst class is: 27. (5) Reactant: [F:1][C:2]1[CH:7]=[CH:6][C:5]([CH:8]2[CH2:13][CH2:12][C:11]3[C:14]([C:22]([N:24]([CH3:26])[CH3:25])=[O:23])=[CH:15][C:16]4[NH:17][C:18]([CH3:21])=[N:19][C:20]=4[C:10]=3[O:9]2)=[CH:4][CH:3]=1.[H-].[Na+].Br[CH2:30][C:31]1[CH:35]=[CH:34][O:33][N:32]=1. Product: [F:1][C:2]1[CH:7]=[CH:6][C:5]([CH:8]2[CH2:13][CH2:12][C:11]3[C:14]([C:22]([N:24]([CH3:25])[CH3:26])=[O:23])=[CH:15][C:16]4[N:17]=[C:18]([CH3:21])[N:19]([CH2:30][C:31]5[CH:35]=[CH:34][O:33][N:32]=5)[C:20]=4[C:10]=3[O:9]2)=[CH:4][CH:3]=1. The catalyst class is: 9. (6) Reactant: F[P-](F)(F)(F)(F)F.[N:8]1([O:17][P+](N(C)C)(N(C)C)N(C)C)[C:12]2[CH:13]=[CH:14][CH:15]=[CH:16][C:11]=2[N:10]=[N:9]1.[NH2:28][C:29]1[C:30]([Cl:39])=[CH:31][C:32]([F:38])=[C:33]([CH:37]=1)[C:34](O)=[O:35].C(N(CC)CC)C.CN(C)C=O. Product: [NH2:28][C:29]1[C:30]([Cl:39])=[CH:31][C:32]([F:38])=[C:33]([CH:37]=1)[C:34]([O:17][N:8]1[C:12]2[CH:13]=[CH:14][CH:15]=[CH:16][C:11]=2[N:10]=[N:9]1)=[O:35]. The catalyst class is: 6. (7) Reactant: C([O:8][C:9](=[O:33])[C@@H:10]1[CH2:14][CH2:13][CH2:12][N:11]1[C:15](=[O:32])[C@@H:16]([CH2:28][CH:29]([CH3:31])[CH3:30])[NH:17][S:18]([CH2:21][C:22]1[CH:27]=[CH:26][CH:25]=[CH:24][CH:23]=1)(=[O:20])=[O:19])C1C=CC=CC=1.[H][H]. Product: [CH2:21]([S:18]([NH:17][C@@H:16]([C:15]([N:11]1[CH2:12][CH2:13][CH2:14][C@H:10]1[C:9]([OH:33])=[O:8])=[O:32])[CH2:28][CH:29]([CH3:31])[CH3:30])(=[O:20])=[O:19])[C:22]1[CH:23]=[CH:24][CH:25]=[CH:26][CH:27]=1. The catalyst class is: 129.